This data is from TCR-epitope binding with 47,182 pairs between 192 epitopes and 23,139 TCRs. The task is: Binary Classification. Given a T-cell receptor sequence (or CDR3 region) and an epitope sequence, predict whether binding occurs between them. (1) The epitope is YEGNSPFHPL. The TCR CDR3 sequence is CASSFGTIYNEQFF. Result: 1 (the TCR binds to the epitope). (2) The epitope is NLSALGIFST. The TCR CDR3 sequence is CASTLEGSSGYGYTF. Result: 1 (the TCR binds to the epitope). (3) The epitope is KLPDDFTGCV. The TCR CDR3 sequence is CASKRGRSNTDTQYF. Result: 0 (the TCR does not bind to the epitope). (4) The epitope is FLPRVFSAV. The TCR CDR3 sequence is CASSLGAGASYNEQFF. Result: 1 (the TCR binds to the epitope). (5) The epitope is GILGFVFTL. The TCR CDR3 sequence is CASGGTSTDTQYF. Result: 1 (the TCR binds to the epitope). (6) The epitope is EIYKRWII. The TCR CDR3 sequence is CASSYNLIYGYTF. Result: 0 (the TCR does not bind to the epitope). (7) The TCR CDR3 sequence is CASSFTSGSINEQFF. The epitope is TVYDPLQPELDSFK. Result: 1 (the TCR binds to the epitope).